From a dataset of Catalyst prediction with 721,799 reactions and 888 catalyst types from USPTO. Predict which catalyst facilitates the given reaction. Reactant: S(Cl)(Cl)=O.[CH3:5]O.[OH:7][C:8]1[CH:18]=[CH:17][C:11]([CH:12]=[CH:13][C:14]([OH:16])=[O:15])=[CH:10][CH:9]=1. Product: [OH:7][C:8]1[CH:9]=[CH:10][C:11]([CH:12]=[CH:13][C:14]([O:16][CH3:5])=[O:15])=[CH:17][CH:18]=1. The catalyst class is: 175.